This data is from Forward reaction prediction with 1.9M reactions from USPTO patents (1976-2016). The task is: Predict the product of the given reaction. (1) Given the reactants [Br:1][C:2]1[CH:7]=[CH:6][CH:5]=[CH:4][C:3]=1/[CH:8]=[CH:9]/[C:10]([OH:12])=[O:11].[C:13]([O-])([O-])=O.[K+].[K+].IC.O, predict the reaction product. The product is: [Br:1][C:2]1[CH:7]=[CH:6][CH:5]=[CH:4][C:3]=1/[CH:8]=[CH:9]/[C:10]([O:12][CH3:13])=[O:11]. (2) Given the reactants [NH2:1][C:2]1[CH:7]=[CH:6][C:5]([N:8]2[CH:13]=[CH:12][CH:11]=[CH:10][C:9]2=[O:14])=[CH:4][C:3]=1[F:15].C[Al](C)C.C([O:22][C:23]([C:25]1[O:29][N:28]=[C:27]([CH2:30][NH:31][C:32]([C:34]2[S:35][C:36]([Cl:39])=[CH:37][CH:38]=2)=[O:33])[N:26]=1)=O)C.[O-]S([O-])(=O)=O.[Mg+2], predict the reaction product. The product is: [F:15][C:3]1[CH:4]=[C:5]([N:8]2[CH:13]=[CH:12][CH:11]=[CH:10][C:9]2=[O:14])[CH:6]=[CH:7][C:2]=1[NH:1][C:23]([C:25]1[O:29][N:28]=[C:27]([CH2:30][NH:31][C:32]([C:34]2[S:35][C:36]([Cl:39])=[CH:37][CH:38]=2)=[O:33])[N:26]=1)=[O:22]. (3) Given the reactants [CH2:1]1[C:9]2[C:4](=[CH:5][C:6]([CH2:10][CH:11]([CH2:15][C:16](=[O:34])[N:17]3[CH2:22][CH2:21][CH:20]([N:23]4[CH2:32][C:31]5[C:26](=[CH:27][CH:28]=[CH:29][CH:30]=5)[NH:25][C:24]4=[O:33])[CH2:19][CH2:18]3)[C:12](O)=[O:13])=[CH:7][CH:8]=2)[CH2:3][CH2:2]1.[N:35]1([CH2:47][C:48]([O:50][CH3:51])=[O:49])[CH2:40][CH2:39][CH:38]([CH:41]2[CH2:46][CH2:45][NH:44][CH2:43][CH2:42]2)[CH2:37][CH2:36]1, predict the reaction product. The product is: [CH2:1]1[C:9]2[C:4](=[CH:5][C:6]([CH2:10][CH:11]([CH2:15][C:16](=[O:34])[N:17]3[CH2:18][CH2:19][CH:20]([N:23]4[CH2:32][C:31]5[C:26](=[CH:27][CH:28]=[CH:29][CH:30]=5)[NH:25][C:24]4=[O:33])[CH2:21][CH2:22]3)[C:12]([N:44]3[CH2:45][CH2:46][CH:41]([CH:38]4[CH2:39][CH2:40][N:35]([CH2:47][C:48]([O:50][CH3:51])=[O:49])[CH2:36][CH2:37]4)[CH2:42][CH2:43]3)=[O:13])=[CH:7][CH:8]=2)[CH2:3][CH2:2]1. (4) Given the reactants [CH2:1]([N:8]1[C:17]2[C:12](=[N:13][C:14]([C:18]3[CH:23]=[CH:22][CH:21]=[CH:20][CH:19]=3)=[CH:15][CH:16]=2)[CH2:11][CH:10]([NH:24]C(=O)OCC2C=CC=CC=2)[C:9]1=[O:35])[C:2]1[CH:7]=[CH:6][CH:5]=[CH:4][CH:3]=1, predict the reaction product. The product is: [NH2:24][CH:10]1[CH2:11][C:12]2[C:17](=[CH:16][CH:15]=[C:14]([C:18]3[CH:23]=[CH:22][CH:21]=[CH:20][CH:19]=3)[N:13]=2)[N:8]([CH2:1][C:2]2[CH:7]=[CH:6][CH:5]=[CH:4][CH:3]=2)[C:9]1=[O:35]. (5) Given the reactants [CH3:1][C:2]1([CH3:9])[O:6][CH:5]([CH2:7][OH:8])[CH2:4][O:3]1.C(=O)([O-])[O-].[K+].[K+].[CH3:16][CH:17]([CH2:25][CH2:26][CH2:27][CH:28]([CH3:35])[CH2:29][CH2:30][CH2:31][CH:32]([CH3:34])[CH3:33])[CH2:18][CH2:19][CH2:20][C:21](OC)=[O:22], predict the reaction product. The product is: [CH3:16][CH:17]([CH2:25][CH2:26][CH2:27][CH:28]([CH3:35])[CH2:29][CH2:30][CH2:31][CH:32]([CH3:34])[CH3:33])[CH2:18][CH2:19][CH2:20][C:21]([O:8][CH2:7][CH:5]1[CH2:4][O:3][C:2]([CH3:9])([CH3:1])[O:6]1)=[O:22]. (6) Given the reactants Br.[NH2:2][C@H:3]1[C:12]2[C:7](=[CH:8][CH:9]=[CH:10][CH:11]=2)[N:6]([C:13](=[O:16])[CH2:14][CH3:15])[C@@H:5]([CH:17]2[CH2:19][CH2:18]2)[C@@H:4]1[CH3:20].N[C@H]1[C:31]2[C:26](=[CH:27][CH:28]=[CH:29][CH:30]=2)N(C(=O)CC)[C@@H](C2CC2)[C@@H]1C.BrC1C=CC=CC=1.CN(C1C(C2C(P(C3CCCCC3)C3CCCCC3)=CC=CC=2)=CC=CC=1)C.CC(C)([O-])C.[Na+], predict the reaction product. The product is: [CH:17]1([C@H:5]2[C@H:4]([CH3:20])[C@@H:3]([NH:2][C:26]3[CH:31]=[CH:30][CH:29]=[CH:28][CH:27]=3)[C:12]3[C:7](=[CH:8][CH:9]=[CH:10][CH:11]=3)[N:6]2[C:13](=[O:16])[CH2:14][CH3:15])[CH2:19][CH2:18]1. (7) The product is: [C:18]([O:22][C:23]([N:25]1[CH2:30][CH2:29][CH:28]([N:31]([C:14]([C:11]2[CH:10]=[C:9]([C:6]3[CH:7]=[CH:8][C:3]([C:1]#[N:2])=[C:4]([F:17])[CH:5]=3)[O:13][N:12]=2)=[O:16])[CH:32]2[CH2:33][CH2:34]2)[CH2:27][CH2:26]1)=[O:24])([CH3:21])([CH3:19])[CH3:20]. Given the reactants [C:1]([C:3]1[CH:8]=[CH:7][C:6]([C:9]2[O:13][N:12]=[C:11]([C:14]([OH:16])=O)[CH:10]=2)=[CH:5][C:4]=1[F:17])#[N:2].[C:18]([O:22][C:23]([N:25]1[CH2:30][CH2:29][CH:28]([NH:31][CH:32]2[CH2:34][CH2:33]2)[CH2:27][CH2:26]1)=[O:24])([CH3:21])([CH3:20])[CH3:19], predict the reaction product. (8) Given the reactants [C:1]([O:5][C:6]([N:8]1[CH2:13][CH2:12][C:11]([CH:19]([C:23]#[N:24])C(O)=O)([CH:14]2[CH2:18][CH2:17][CH2:16][CH2:15]2)[CH2:10][CH2:9]1)=[O:7])([CH3:4])([CH3:3])[CH3:2], predict the reaction product. The product is: [C:1]([O:5][C:6]([N:8]1[CH2:13][CH2:12][C:11]([CH2:19][C:23]#[N:24])([CH:14]2[CH2:15][CH2:16][CH2:17][CH2:18]2)[CH2:10][CH2:9]1)=[O:7])([CH3:4])([CH3:3])[CH3:2]. (9) Given the reactants [CH2:1]([N:8]1[CH:12]=[CH:11][CH:10]=[N:9]1)[C:2]1[CH:7]=[CH:6][CH:5]=[CH:4][CH:3]=1.C([Li])CCC.Cl[CH2:19][CH:20]([O:23][CH3:24])[O:21][CH3:22], predict the reaction product. The product is: [O:21]([C:20]1([O:23][CH3:24])[CH:3]=[CH:4][CH:5]=[C:6]([CH2:7][CH2:2][CH2:1][N:8]2[CH:12]=[CH:11][CH:10]=[N:9]2)[CH2:19]1)[CH3:22].